Dataset: Forward reaction prediction with 1.9M reactions from USPTO patents (1976-2016). Task: Predict the product of the given reaction. (1) Given the reactants [Cl:1][C:2]1[C:3](=[O:9])[NH:4][N:5]=[CH:6][C:7]=1[Cl:8].[C:10](=O)([O-])[O-].[K+].[K+].IC, predict the reaction product. The product is: [Cl:1][C:2]1[C:3](=[O:9])[N:4]([CH3:10])[N:5]=[CH:6][C:7]=1[Cl:8]. (2) Given the reactants [Br:1][C:2]1[CH:3]=[C:4]2[C:9](=[CH:10][CH:11]=1)[C:8](Cl)=[N:7][C:6]([NH:13][C:14]1[CH:18]=[C:17]([CH3:19])[NH:16][N:15]=1)=[CH:5]2.[CH:20]([OH:23])([CH3:22])[CH3:21], predict the reaction product. The product is: [Br:1][C:2]1[CH:3]=[C:4]2[C:9](=[CH:10][CH:11]=1)[C:8]([O:23][CH:20]([CH3:22])[CH3:21])=[N:7][C:6]([NH:13][C:14]1[CH:18]=[C:17]([CH3:19])[NH:16][N:15]=1)=[CH:5]2. (3) Given the reactants C([N:7]1[C:11]2=C[C:10]3[C:11](=C[C:10]2=[C:9]([C:32]2[S:33][C:34](Br)=[CH:35][CH:36]=2)[C:8]1=O)[N:7](CCCCCC)[C:8](=O)[C:9]=3[C:32]1[S:33][C:34](Br)=[CH:35][CH:36]=1)CCCCC.C[Sn](C)(C)C1SC2C3[S:95]C([Sn](C)(C)C)=CC=3N(C3C=C(OCCCCCCCCCCCC)C(OCCCCCCCCCCCC)=C(OCCCCCCCCCCCC)C=3)C=2C=1.BrC1SC=CC=1.CO, predict the reaction product. The product is: [S:33]1[C:32]2[C:9]3[CH:10]=[CH:11][S:95][C:8]=3[NH:7][C:36]=2[CH:35]=[CH:34]1. (4) Given the reactants [F:1][C:2]([F:6])([F:5])[CH2:3][OH:4].[H-].[Na+].Cl[C:10]1[C:15]([C:16]#[N:17])=[C:14]([N:18]2[CH2:23][CH2:22][CH:21]([C:24]3[CH:29]=[CH:28][CH:27]=[CH:26][CH:25]=3)[CH2:20][CH2:19]2)[N:13]=[C:12]([S:30][CH3:31])[N:11]=1, predict the reaction product. The product is: [CH3:31][S:30][C:12]1[N:13]=[C:14]([N:18]2[CH2:19][CH2:20][CH:21]([C:24]3[CH:29]=[CH:28][CH:27]=[CH:26][CH:25]=3)[CH2:22][CH2:23]2)[C:15]([C:16]#[N:17])=[C:10]([O:4][CH2:3][C:2]([F:6])([F:5])[F:1])[N:11]=1. (5) Given the reactants [F:1][C:2]1[CH:7]=[CH:6][CH:5]=[CH:4][C:3]=1[CH:8]1[CH2:13][CH2:12][NH:11][CH2:10][CH2:9]1.C([O-])([O-])=O.[Na+].[Na+].Cl[CH2:21][C:22]1[N:26]([CH3:27])[C:25]2[CH:28]=[CH:29][C:30]([C:32]#[N:33])=[CH:31][C:24]=2[N:23]=1, predict the reaction product. The product is: [F:1][C:2]1[CH:7]=[CH:6][CH:5]=[CH:4][C:3]=1[CH:8]1[CH2:9][CH2:10][N:11]([CH2:21][C:22]2[N:26]([CH3:27])[C:25]3[CH:28]=[CH:29][C:30]([C:32]#[N:33])=[CH:31][C:24]=3[N:23]=2)[CH2:12][CH2:13]1. (6) Given the reactants CS[C:3](=[C:17]([C:20]#[N:21])[C:18]#[N:19])[N:4]1[CH2:9][CH2:8][CH:7]([CH2:10][N:11]2[CH2:16][CH2:15][CH2:14][CH2:13][CH2:12]2)[CH2:6][CH2:5]1.[NH2:22][CH2:23][CH2:24][CH2:25][N:26]1[CH2:31][CH2:30][CH2:29][CH2:28][CH2:27]1, predict the reaction product. The product is: [N:11]1([CH2:10][CH:7]2[CH2:8][CH2:9][N:4]([C:3](=[C:17]([C:20]#[N:21])[C:18]#[N:19])[NH:22][CH2:23][CH2:24][CH2:25][N:26]3[CH2:31][CH2:30][CH2:29][CH2:28][CH2:27]3)[CH2:5][CH2:6]2)[CH2:16][CH2:15][CH2:14][CH2:13][CH2:12]1. (7) Given the reactants [I:1][C:2]1[CH:7]=[CH:6][C:5]([CH2:8][CH2:9][NH2:10])=[CH:4][CH:3]=1.C(N(CC)CC)C.[C:18]([O:22][C:23](O[C:23]([O:22][C:18]([CH3:21])([CH3:20])[CH3:19])=[O:24])=[O:24])([CH3:21])([CH3:20])[CH3:19].C(OCC)(=O)C, predict the reaction product. The product is: [C:18]([O:22][C:23](=[O:24])[NH:10][CH2:9][CH2:8][C:5]1[CH:6]=[CH:7][C:2]([I:1])=[CH:3][CH:4]=1)([CH3:21])([CH3:20])[CH3:19]. (8) The product is: [CH3:30][C:9]1[N:8]=[C:7]([C:4]2[CH:5]=[CH:6][N:1]=[CH:2][CH:3]=2)[N:11]([C:12]2[CH:13]=[CH:14][C:15]([O:16][CH2:17][C:18]3[CH:27]=[CH:26][C:25]4[C:20](=[CH:21][CH:22]=[CH:23][CH:24]=4)[N:19]=3)=[CH:28][CH:29]=2)[N:10]=1. Given the reactants [N:1]1[CH:6]=[CH:5][C:4]([C:7]2[N:11]([C:12]3[CH:29]=[CH:28][C:15]([O:16][CH2:17][C:18]4[CH:27]=[CH:26][C:25]5[C:20](=[CH:21][CH:22]=[CH:23][CH:24]=5)[N:19]=4)=[CH:14][CH:13]=3)[N:10]=[CH:9][N:8]=2)=[CH:3][CH:2]=1.[CH3:30]OC(OC)(N(C)C)C, predict the reaction product. (9) Given the reactants F[C:2]1[CH:7]=[C:6]([F:8])[CH:5]=[CH:4][C:3]=1[C:9]1[N:14]=[CH:13][N:12]=[C:11]([NH:15][C:16]2[CH:21]=[CH:20][CH:19]=[C:18]([CH2:22][S:23]([CH3:26])(=[O:25])=[O:24])[CH:17]=2)[N:10]=1.[F:27][C:28]([F:34])([F:33])[CH2:29][CH2:30][CH2:31][OH:32], predict the reaction product. The product is: [F:8][C:6]1[CH:5]=[CH:4][C:3]([C:9]2[N:14]=[CH:13][N:12]=[C:11]([NH:15][C:16]3[CH:21]=[CH:20][CH:19]=[C:18]([CH2:22][S:23]([CH3:26])(=[O:25])=[O:24])[CH:17]=3)[N:10]=2)=[C:2]([O:32][CH2:31][CH2:30][CH2:29][C:28]([F:34])([F:33])[F:27])[CH:7]=1. (10) Given the reactants [OH:1][N:2]=[C:3]([NH2:7])[CH:4]([OH:6])[CH3:5].[Cl:8][C:9]1[CH:10]=[C:11]([CH:15]=[CH:16][CH:17]=1)[C:12](Cl)=[O:13].CCOCC, predict the reaction product. The product is: [Cl:8][C:9]1[CH:10]=[C:11]([CH:15]=[CH:16][CH:17]=1)[C:12]([O:1][N:2]=[C:3]([NH2:7])[CH:4]([OH:6])[CH3:5])=[O:13].